Dataset: Forward reaction prediction with 1.9M reactions from USPTO patents (1976-2016). Task: Predict the product of the given reaction. (1) Given the reactants [Br:1][CH:2]([CH3:12])[C:3]([NH:5][C:6]([CH3:11])([CH3:10])[C:7]([OH:9])=[O:8])=O.C(N(CC)CC)C.ClC(OCC)=O, predict the reaction product. The product is: [Br:1][CH:2]([C:3]1[O:8][C:7](=[O:9])[C:6]([CH3:11])([CH3:10])[N:5]=1)[CH3:12]. (2) Given the reactants [CH2:1]([O:3][C:4](=[O:31])[C:5]([O:8][C:9]1[CH:14]=[CH:13][C:12]([O:15][CH2:16][CH2:17][C:18]2[N:19]=[C:20]([C:24]3[CH:29]=[CH:28][C:27](Br)=[CH:26][CH:25]=3)[O:21][C:22]=2[CH3:23])=[CH:11][CH:10]=1)([CH3:7])[CH3:6])[CH3:2].[F:32][C:33]1[CH:38]=[CH:37][C:36](B(O)O)=[CH:35][CH:34]=1.C1(C)C=CC=CC=1.C(=O)([O-])[O-].[Na+].[Na+], predict the reaction product. The product is: [CH2:1]([O:3][C:4](=[O:31])[C:5]([O:8][C:9]1[CH:14]=[CH:13][C:12]([O:15][CH2:16][CH2:17][C:18]2[N:19]=[C:20]([C:24]3[CH:29]=[CH:28][C:27]([C:36]4[CH:37]=[CH:38][C:33]([F:32])=[CH:34][CH:35]=4)=[CH:26][CH:25]=3)[O:21][C:22]=2[CH3:23])=[CH:11][CH:10]=1)([CH3:7])[CH3:6])[CH3:2]. (3) Given the reactants [Cl:1][C:2]1[CH:3]=[C:4]([CH:6]=[CH:7][C:8]=1[Cl:9])[NH2:5].[C:10]([O:14][C:15]([N:17]1[CH2:22][CH2:21][C:20](=O)[CH2:19][CH2:18]1)=[O:16])([CH3:13])([CH3:12])[CH3:11].C(O[BH-](OC(=O)C)OC(=O)C)(=O)C.[Na+].[OH-].[Na+], predict the reaction product. The product is: [Cl:1][C:2]1[CH:3]=[C:4]([CH:6]=[CH:7][C:8]=1[Cl:9])[NH:5][CH:20]1[CH2:21][CH2:22][N:17]([C:15]([O:14][C:10]([CH3:13])([CH3:12])[CH3:11])=[O:16])[CH2:18][CH2:19]1. (4) Given the reactants [Br:1][C:2]1[CH:7]=[CH:6][C:5]([N:8]2[CH2:12][CH2:11][NH:10][C:9]2=[O:13])=[C:4]([Cl:14])[CH:3]=1.[H-].[Na+].FC(F)(F)S(O[CH2:23][C:24]([F:27])([F:26])[F:25])(=O)=O.O, predict the reaction product. The product is: [Br:1][C:2]1[CH:7]=[CH:6][C:5]([N:8]2[CH2:12][CH2:11][N:10]([CH2:23][C:24]([F:27])([F:26])[F:25])[C:9]2=[O:13])=[C:4]([Cl:14])[CH:3]=1. (5) Given the reactants [C:1]([NH:4][CH2:5][C:6]1[CH:11]=[CH:10][C:9]([S:12]([O-:14])=[O:13])=[CH:8][CH:7]=1)(=[O:3])[CH3:2].[Na+].[O:16]1[C:20]2[CH:21]=[CH:22][C:23](B(O)O)=[CH:24][C:19]=2[O:18][CH2:17]1, predict the reaction product. The product is: [O:16]1[C:20]2[CH:21]=[CH:22][C:23]([S:12]([C:9]3[CH:10]=[CH:11][C:6]([CH2:5][NH:4][C:1](=[O:3])[CH3:2])=[CH:7][CH:8]=3)(=[O:14])=[O:13])=[CH:24][C:19]=2[O:18][CH2:17]1. (6) Given the reactants C1N=CN([C:6]([N:8]2C=N[CH:10]=[CH:9]2)=[O:7])C=1.[OH:13][CH2:14][C:15]#[C:16][C:17]1[CH:22]=[CH:21][C:20]([C:23]#[C:24][CH2:25][OH:26])=[CH:19][CH:18]=1.[CH2:27]([O:29][C:30](=[O:36])[CH2:31][NH:32]CCN)[CH3:28], predict the reaction product. The product is: [CH2:27]([O:29][C:30]([CH2:31][NH:32][CH:25]([O:26][C:6]([NH:8][CH2:9][CH3:10])=[O:7])[C:24]#[C:23][C:20]1[CH:21]=[CH:22][C:17]([C:16]#[C:15][CH:14]([NH:32][CH2:31][C:30]([O:29][CH2:27][CH3:28])=[O:36])[O:13][C:6]([NH:8][CH2:9][CH3:10])=[O:7])=[CH:18][CH:19]=1)=[O:36])[CH3:28].